Dataset: Peptide-MHC class I binding affinity with 185,985 pairs from IEDB/IMGT. Task: Regression. Given a peptide amino acid sequence and an MHC pseudo amino acid sequence, predict their binding affinity value. This is MHC class I binding data. (1) The peptide sequence is ASKTINALVY. The MHC is HLA-A31:01 with pseudo-sequence HLA-A31:01. The binding affinity (normalized) is 0.139. (2) The peptide sequence is MELSLRAIQ. The MHC is HLA-B27:03 with pseudo-sequence HLA-B27:03. The binding affinity (normalized) is 0.0847. (3) The peptide sequence is TQRKKTLGF. The MHC is HLA-A26:03 with pseudo-sequence HLA-A26:03. The binding affinity (normalized) is 0.610. (4) The peptide sequence is VQLDWQGDY. The MHC is HLA-A26:01 with pseudo-sequence HLA-A26:01. The binding affinity (normalized) is 0.0847. (5) The peptide sequence is AMAAQLQAV. The MHC is HLA-A68:02 with pseudo-sequence HLA-A68:02. The binding affinity (normalized) is 0.209. (6) The peptide sequence is IWGGTSFLF. The MHC is HLA-A24:02 with pseudo-sequence HLA-A24:02. The binding affinity (normalized) is 1.00. (7) The peptide sequence is HVTQHWPQL. The MHC is HLA-A02:11 with pseudo-sequence HLA-A02:11. The binding affinity (normalized) is 0.0847. (8) The peptide sequence is GHQAAMQML. The MHC is HLA-A11:01 with pseudo-sequence HLA-A11:01. The binding affinity (normalized) is 0. (9) The peptide sequence is LNLGNLADI. The MHC is HLA-A02:01 with pseudo-sequence HLA-A02:01. The binding affinity (normalized) is 0.146.